From a dataset of Forward reaction prediction with 1.9M reactions from USPTO patents (1976-2016). Predict the product of the given reaction. (1) Given the reactants [NH2:1][C:2]([NH:4][C:5]([NH2:7])=[O:6])=[O:3].[F:8][CH:9]([F:20])[C:10]1[N:15]=[C:14]([C:16](OC)=O)[CH:13]=[N:12][CH:11]=1.C(OC)(OC)OC.C(O)(C(F)(F)F)=O.CC[O-].[Na+], predict the reaction product. The product is: [F:8][CH:9]([F:20])[C:10]1[N:15]=[C:14]([C:16]2[NH:7][C:5](=[O:6])[NH:4][C:2](=[O:3])[N:1]=2)[CH:13]=[N:12][CH:11]=1. (2) The product is: [CH3:25][N:24]1[C:15]2[CH:16]=[C:17]([C:18]([O:20][CH3:21])=[O:19])[CH:22]=[CH:23][C:14]=2[NH:13][C:1]1=[O:2]. Given the reactants [C:1](C1NC=CN=1)(C1NC=CN=1)=[O:2].[NH2:13][C:14]1[CH:23]=[CH:22][C:17]([C:18]([O:20][CH3:21])=[O:19])=[CH:16][C:15]=1[NH:24][CH3:25].C(OCC)(=O)C, predict the reaction product. (3) Given the reactants [CH2:1]([O:3][C:4](=[O:13])[C:5]1[CH:10]=[CH:9][C:8](N)=[C:7](N)[CH:6]=1)C.[B:14]1(B2OC(C)(C)C(C)(C)O2)[O:18]C(C)(C)C(C)(C)[O:15]1.C([O-])(=O)C.[K+], predict the reaction product. The product is: [CH3:1][O:3][C:4]([C:5]1[CH:10]=[CH:9][C:8]([B:14]([OH:18])[OH:15])=[CH:7][CH:6]=1)=[O:13]. (4) Given the reactants [CH3:1][O:2][C:3](=[O:13])[CH2:4][C:5]1[CH:10]=[CH:9][C:8]([CH:11]=O)=[CH:7][CH:6]=1.C1(P(=[CH:33][C:34]#[N:35])(C2C=CC=CC=2)C2C=CC=CC=2)C=CC=CC=1, predict the reaction product. The product is: [CH3:1][O:2][C:3](=[O:13])[CH2:4][C:5]1[CH:10]=[CH:9][C:8]([CH:11]=[CH:33][C:34]#[N:35])=[CH:7][CH:6]=1. (5) Given the reactants [NH2:1][CH:2]([C:6]1[CH:11]=[CH:10][C:9]([F:12])=[C:8]([F:13])[CH:7]=1)[CH:3]([OH:5])[CH3:4].[C:14](O[C:14]([O:16][C:17]([CH3:20])([CH3:19])[CH3:18])=[O:15])([O:16][C:17]([CH3:20])([CH3:19])[CH3:18])=[O:15], predict the reaction product. The product is: [C:17]([O:16][C:14](=[O:15])[NH:1][CH:2]([C:6]1[CH:11]=[CH:10][C:9]([F:12])=[C:8]([F:13])[CH:7]=1)[CH:3]([OH:5])[CH3:4])([CH3:20])([CH3:19])[CH3:18].